Task: Regression. Given two drug SMILES strings and cell line genomic features, predict the synergy score measuring deviation from expected non-interaction effect.. Dataset: NCI-60 drug combinations with 297,098 pairs across 59 cell lines Drug 1: CC1=C(C=C(C=C1)C(=O)NC2=CC(=CC(=C2)C(F)(F)F)N3C=C(N=C3)C)NC4=NC=CC(=N4)C5=CN=CC=C5. Drug 2: CC12CCC3C(C1CCC2O)C(CC4=C3C=CC(=C4)O)CCCCCCCCCS(=O)CCCC(C(F)(F)F)(F)F. Cell line: SF-268. Synergy scores: CSS=6.73, Synergy_ZIP=-2.69, Synergy_Bliss=-1.62, Synergy_Loewe=-2.93, Synergy_HSA=-2.06.